From a dataset of Catalyst prediction with 721,799 reactions and 888 catalyst types from USPTO. Predict which catalyst facilitates the given reaction. Reactant: [O:1]1[CH:5]=[CH:4][CH:3]=[C:2]1[CH2:6][NH2:7].Cl.O1C=CC=C1CN.[CH:16]1[N:21]=[C:20](Cl)[C:19]2[N:23]=[CH:24][N:25]([C@@H:26]3[O:30][C@H:29]([CH2:31][OH:32])[C@@H:28]([OH:33])[C@H:27]3[OH:34])[C:18]=2[N:17]=1.C(N(CC)CC)C. Product: [O:1]1[CH:5]=[CH:4][CH:3]=[C:2]1[CH2:6][NH:7][C:20]1[C:19]2[N:23]=[CH:24][N:25]([C:18]=2[N:17]=[CH:16][N:21]=1)[C@@H:26]1[O:30][C@H:29]([CH2:31][OH:32])[C@@H:28]([OH:33])[C@H:27]1[OH:34]. The catalyst class is: 259.